This data is from Catalyst prediction with 721,799 reactions and 888 catalyst types from USPTO. The task is: Predict which catalyst facilitates the given reaction. (1) Reactant: [N:1]1([C:6]2[O:10][C:9]([C:11](O)=O)=[C:8]([CH3:14])[CH:7]=2)[CH2:5][CH2:4][CH2:3][CH2:2]1.[NH2:15][C:16]1[CH:17]=[C:18]([CH:27]=[CH:28][C:29]=1[NH2:30])[C:19]([C:21]1[CH:26]=[CH:25][CH:24]=[CH:23][CH:22]=1)=[O:20].Cl.C(N=C=NCCCN(C)C)C.O.ON1C2C=CC=CC=2N=N1. Product: [N:1]1([C:6]2[O:10][C:9]([C:11]3[NH:15][C:16]4[CH:17]=[C:18]([C:19](=[O:20])[C:21]5[CH:26]=[CH:25][CH:24]=[CH:23][CH:22]=5)[CH:27]=[CH:28][C:29]=4[N:30]=3)=[C:8]([CH3:14])[CH:7]=2)[CH2:2][CH2:3][CH2:4][CH2:5]1. The catalyst class is: 17. (2) Reactant: [O:1]=[S:2]1(=[O:28])[C:7]2[CH:8]=[CH:9][CH:10]=[CH:11][C:6]=2[NH:5][C:4]([C:12]2[C:17](=[O:18])[N:16]([N:19]=[CH:20][CH:21]([CH3:23])[CH3:22])[C:15]3[CH:24]=[CH:25][S:26][C:14]=3[C:13]=2[OH:27])=[N:3]1.CO.[BH4-].[Li+].Cl.[O:34]1[CH2:38][CH2:37][CH2:36][CH2:35]1. Product: [O:28]=[S:2]1(=[O:1])[C:7]2[CH:8]=[CH:9][CH:10]=[CH:11][C:6]=2[NH:5][C:4]([C:12]2[C:17](=[O:18])[N:16]([NH:19][CH2:20][C:21]3[CH:22]=[CH:37][CH:36]=[C:35]([O:34][CH3:38])[CH:23]=3)[C:15]3[CH:24]=[CH:25][S:26][C:14]=3[C:13]=2[OH:27])=[N:3]1. The catalyst class is: 6. (3) Reactant: [N+:1]([C:4]1[CH:9]=[CH:8][CH:7]=[CH:6][C:5]=1[C:10]1[S:11][C:12]([C:15]2[CH:20]=[CH:19][CH:18]=[CH:17][CH:16]=2)=[CH:13][N:14]=1)([O-])=O. Product: [C:15]1([C:12]2[S:11][C:10]([C:5]3[CH:6]=[CH:7][CH:8]=[CH:9][C:4]=3[NH2:1])=[N:14][CH:13]=2)[CH:16]=[CH:17][CH:18]=[CH:19][CH:20]=1. The catalyst class is: 446. (4) Reactant: [H-].[Na+].[CH3:3][CH2:4][O:5][C:6](/[CH:8]=[C:9](/[CH2:11]P(OCC)(OCC)=O)\[CH3:10])=[O:7].[C:20]1(=O)[CH2:25][CH2:24][CH2:23][CH2:22][CH2:21]1.O. Product: [C:20]1(=[CH:11][C:9]([CH3:10])=[CH:8][C:6]([O:5][CH2:4][CH3:3])=[O:7])[CH2:25][CH2:24][CH2:23][CH2:22][CH2:21]1. The catalyst class is: 3. (5) Reactant: [CH2:1]([C@@H:8]1[CH2:13][N:12]([CH2:14][C:15]2[CH:20]=[CH:19][CH:18]=[CH:17][CH:16]=2)[CH2:11][CH2:10][N:9]1[C:21](=[O:27])[C:22](OCC)=[O:23])[C:2]1[CH:7]=[CH:6][CH:5]=[CH:4][CH:3]=1.O.[NH2:29][NH2:30]. Product: [CH2:1]([C@@H:8]1[CH2:13][N:12]([CH2:14][C:15]2[CH:16]=[CH:17][CH:18]=[CH:19][CH:20]=2)[CH2:11][CH2:10][N:9]1[C:21](=[O:27])[C:22]([NH:29][NH2:30])=[O:23])[C:2]1[CH:3]=[CH:4][CH:5]=[CH:6][CH:7]=1. The catalyst class is: 8. (6) Reactant: [CH2:1]1[S:5][C@H:4]([CH2:6][OH:7])[O:3][C@@H:2]1[N:8]1[C:13](=[O:14])[N:12]=[C:11]([NH2:15])[C:10]([F:16])=[CH:9]1.[CH:17]1[C:22](/[CH:23]=[CH:24]/[C:25]([OH:27])=[O:26])=[CH:21][CH:20]=[C:19]([OH:28])[CH:18]=1. Product: [CH2:1]1[S:5][C@H:4]([CH2:6][OH:7])[O:3][C@@H:2]1[N:8]1[C:13](=[O:14])[N:12]=[C:11]([NH2:15])[C:10]([F:16])=[CH:9]1.[C:25]([O-:27])(=[O:26])/[CH:24]=[CH:23]/[C:22]1[CH:21]=[CH:20][C:19]([OH:28])=[CH:18][CH:17]=1. The catalyst class is: 5.